Dataset: Catalyst prediction with 721,799 reactions and 888 catalyst types from USPTO. Task: Predict which catalyst facilitates the given reaction. (1) The catalyst class is: 5. Product: [Cl:27][C:22]1[CH:23]=[CH:24][CH:25]=[CH:26][C:21]=1[N:10]1[C:11]([C:14]2[CH:19]=[CH:18][C:17]([Cl:20])=[CH:16][CH:15]=2)=[C:12]([OH:13])[C:8]([C:6]([OH:7])=[O:5])=[N:9]1. Reactant: [OH-].[K+].C([O:5][C:6]([C:8]1[C:12]([OH:13])=[C:11]([C:14]2[CH:19]=[CH:18][C:17]([Cl:20])=[CH:16][CH:15]=2)[N:10]([C:21]2[CH:26]=[CH:25][CH:24]=[CH:23][C:22]=2[Cl:27])[N:9]=1)=[O:7])C.O.Cl. (2) Reactant: [OH:1][CH2:2][C:3]([C:6]1[CH:7]=[C:8]2[C:12](=[CH:13][CH:14]=1)[NH:11][N:10]=[C:9]2[C:15]1[N:20]=[C:19]([O:21][C@H:22]2[CH2:29][N:28](C(OC(C)(C)C)=O)[CH2:27][CH2:26][C:23]32[CH2:25][CH2:24]3)[CH:18]=[N:17][CH:16]=1)([CH3:5])C.[C:37](O)(C(F)(F)F)=O. Product: [CH2:25]1[C:23]2([CH2:26][CH2:27][NH:28][CH2:29][C@@H:22]2[O:21][C:19]2[N:20]=[C:15]([C:9]3[C:8]4[C:12](=[CH:13][CH:14]=[C:6]([CH:3]([CH3:5])[CH2:2][OH:1])[CH:7]=4)[N:11]([CH3:37])[N:10]=3)[CH:16]=[N:17][CH:18]=2)[CH2:24]1. The catalyst class is: 100. (3) Reactant: [NH:1]1[C:5](=[O:6])[CH2:4][CH2:3][C@H:2]1[C:7]([O:9][CH2:10][CH3:11])=[O:8].CN(C1C=CC=CN=1)C.C(N(CC)CC)C.[CH3:28][C:29]([O:32][C:33](O[C:33]([O:32][C:29]([CH3:31])([CH3:30])[CH3:28])=[O:34])=[O:34])([CH3:31])[CH3:30]. Product: [CH2:10]([O:9][C:7](=[O:8])[C@@H:2]1[CH2:3][CH2:4][C:5](=[O:6])[N:1]1[C:33]([O:32][C:29]([CH3:31])([CH3:30])[CH3:28])=[O:34])[CH3:11]. The catalyst class is: 4. (4) The catalyst class is: 7. Reactant: C([Li])CCC.Br[C:7]1[CH:8]=[C:9]([CH:38]=[CH:39][CH:40]=1)[CH2:10][O:11][CH:12]1[CH2:17][CH2:16][N:15]([C:18]([CH3:37])([CH3:36])[CH2:19][CH2:20][C:21]([C:30]2[CH:35]=[CH:34][CH:33]=[CH:32][CH:31]=2)([C:24]2[CH:29]=[CH:28][CH:27]=[CH:26][CH:25]=2)[C:22]#[N:23])[CH2:14][CH2:13]1.C[O:42]B(OC)OC.C[N+]1([O-])CCOCC1. Product: [NH3:15].[OH:42][C:7]1[CH:8]=[C:9]([CH:38]=[CH:39][CH:40]=1)[CH2:10][O:11][CH:12]1[CH2:17][CH2:16][N:15]([C:18]([CH3:37])([CH3:36])[CH2:19][CH2:20][C:21]([C:30]2[CH:35]=[CH:34][CH:33]=[CH:32][CH:31]=2)([C:24]2[CH:29]=[CH:28][CH:27]=[CH:26][CH:25]=2)[C:22]#[N:23])[CH2:14][CH2:13]1. (5) Reactant: [CH3:1][O:2][C:3](=[O:14])[CH2:4][O:5][C:6]1[CH:11]=[CH:10][C:9]([F:12])=[C:8]([NH2:13])[CH:7]=1.C[O:16][C:17](=O)[CH:18]([CH2:23][C:24]1[CH:29]=[CH:28][C:27]([F:30])=[CH:26][C:25]=1[F:31])[C:19](=O)[CH2:20][CH3:21].O1CCOCC1.C([O-])(=O)C.[Na+]. Product: [CH3:1][O:2][C:3](=[O:14])[CH2:4][O:5][C:6]1[CH:11]=[CH:10][C:9]([F:12])=[C:8]2[C:7]=1[C:17](=[O:16])[C:18]([CH2:23][C:24]1[CH:29]=[CH:28][C:27]([F:30])=[CH:26][C:25]=1[F:31])=[C:19]([CH2:20][CH3:21])[NH:13]2. The catalyst class is: 6.